This data is from Forward reaction prediction with 1.9M reactions from USPTO patents (1976-2016). The task is: Predict the product of the given reaction. (1) Given the reactants [C:1]([OH:10])(=[O:9])[C:2]1[C:3](=[CH:5][CH:6]=[CH:7][CH:8]=1)[NH2:4].ClCCCl.[CH3:15][C:16]([CH3:20])([CH3:19])[CH:17]=O.C(O[BH-](OC(=O)C)OC(=O)C)(=O)C.[Na+], predict the reaction product. The product is: [CH2:15]([NH:4][C:3]1[CH:5]=[CH:6][CH:7]=[CH:8][C:2]=1[C:1]([OH:10])=[O:9])[C:16]([CH3:20])([CH3:19])[CH3:17]. (2) Given the reactants Cl[C:2]1[C:11]([N:12]([CH:14]([CH3:16])[CH3:15])[CH3:13])=[N:10][C:9]2[C:4](=[CH:5][CH:6]=[C:7]([C:17]([O:19]C)=[O:18])[CH:8]=2)[N:3]=1.[C:21]([C:23]1[CH:28]=[CH:27][C:26](B(O)O)=[CH:25][CH:24]=1)#[N:22].[O-]P([O-])([O-])=O.[K+].[K+].[K+], predict the reaction product. The product is: [C:21]([C:23]1[CH:28]=[CH:27][C:26]([C:2]2[C:11]([N:12]([CH:14]([CH3:16])[CH3:15])[CH3:13])=[N:10][C:9]3[C:4](=[CH:5][CH:6]=[C:7]([C:17]([OH:19])=[O:18])[CH:8]=3)[N:3]=2)=[CH:25][CH:24]=1)#[N:22]. (3) Given the reactants [F:1][C:2]1[CH:10]=[C:9]([O:11][C:12]([F:15])([F:14])[F:13])[CH:8]=[CH:7][C:3]=1[C:4]([OH:6])=O.Cl.C(N=C=NCCCN(C)C)C.O.ON1C2C=CC=CC=2N=N1.CN1CCOCC1.[NH2:46][C:47]([CH3:61])([CH2:50][N:51]1[CH:60]=[C:54]2[N:55]=[CH:56][C:57]([Br:59])=[CH:58][C:53]2=[N:52]1)[C:48]#[N:49], predict the reaction product. The product is: [Br:59][C:57]1[CH:56]=[N:55][C:54]2=[CH:60][N:51]([CH2:50][C:47]([NH:46][C:4](=[O:6])[C:3]3[CH:7]=[CH:8][C:9]([O:11][C:12]([F:15])([F:14])[F:13])=[CH:10][C:2]=3[F:1])([C:48]#[N:49])[CH3:61])[N:52]=[C:53]2[CH:58]=1. (4) Given the reactants C(O[C@@H:5]1[C@H:10]2[C@H:11]3[C@H:21]([CH2:22][CH2:23][C@:8]2([CH3:9])[C:7](=[O:26])[CH2:6]1)[C@:19]1([CH3:20])[C:14]([CH:15]=[C:16]([O:24][CH3:25])[CH2:17][CH2:18]1)=[CH:13][CH2:12]3)(=O)C.[I-].[CH3:28][S+](C)(C)=O.[OH-].[K+], predict the reaction product. The product is: [CH2:28]1[C@@H:6]2[C:7](=[O:26])[C@:8]3([CH2:23][CH2:22][C@H:21]4[C@@H:11]([CH2:12][CH:13]=[C:14]5[C@:19]4([CH3:20])[CH2:18][CH2:17][C:16]([O:24][CH3:25])=[CH:15]5)[C@@H:10]3[C@H:5]12)[CH3:9]. (5) Given the reactants Cl[C:2]1[C:7]([CH:8]=[O:9])=[C:6]([N:10]2[CH2:22][CH2:21][C:20]3[N:19]4[C:14]([CH2:15][CH2:16][CH2:17][CH2:18]4)=[C:13]([F:23])[C:12]=3[C:11]2=[O:24])[N:5]=[CH:4][CH:3]=1.[CH3:25][N:26]1[C:30]([CH3:31])=[CH:29][C:28]([NH:32][C:33]2[C:34](=[O:49])[N:35]([CH3:48])[CH:36]=[C:37](B3OC(C)(C)C(C)(C)O3)[CH:38]=2)=[N:27]1.C([O-])([O-])=O.[Cs+].[Cs+].O1CCOCC1, predict the reaction product. The product is: [CH3:25][N:26]1[C:30]([CH3:31])=[CH:29][C:28]([NH:32][C:33]2[C:34](=[O:49])[N:35]([CH3:48])[CH:36]=[C:37]([C:2]3[CH:3]=[CH:4][N:5]=[C:6]([N:10]4[CH2:22][CH2:21][C:20]5[N:19]6[C:14]([CH2:15][CH2:16][CH2:17][CH2:18]6)=[C:13]([F:23])[C:12]=5[C:11]4=[O:24])[C:7]=3[CH:8]=[O:9])[CH:38]=2)=[N:27]1. (6) The product is: [CH3:1][O:2][C:3]1[CH:4]=[C:5]([C:11]2([CH2:14][N:15]3[CH:19]=[CH:18][N:17]([CH2:24][C:25]4[CH:30]=[CH:29][CH:28]=[CH:27][CH:26]=4)[C:16]3=[O:20])[CH2:12][CH2:13]2)[CH:6]=[CH:7][C:8]=1[O:9][CH3:10]. Given the reactants [CH3:1][O:2][C:3]1[CH:4]=[C:5]([C:11]2([CH2:14][N:15]3[CH:19]=[CH:18][NH:17][C:16]3=[O:20])[CH2:13][CH2:12]2)[CH:6]=[CH:7][C:8]=1[O:9][CH3:10].[H-].[Na+].Br[CH2:24][C:25]1[CH:30]=[CH:29][CH:28]=[CH:27][CH:26]=1, predict the reaction product. (7) Given the reactants [Cl:1][C:2]1[C:10]([Cl:11])=[CH:9][CH:8]=[CH:7][C:3]=1[C:4]([OH:6])=O.[Cl:12][C:13]1[CH:18]=[CH:17][C:16]([CH:19]([CH:22]2[CH2:27][CH2:26][O:25][CH2:24][CH2:23]2)[CH2:20][NH2:21])=[CH:15][CH:14]=1, predict the reaction product. The product is: [Cl:1][C:2]1[C:10]([Cl:11])=[CH:9][CH:8]=[CH:7][C:3]=1[C:4]([NH:21][CH2:20][CH:19]([C:16]1[CH:15]=[CH:14][C:13]([Cl:12])=[CH:18][CH:17]=1)[CH:22]1[CH2:23][CH2:24][O:25][CH2:26][CH2:27]1)=[O:6]. (8) Given the reactants [Cl:1][C:2]1[N:7]=[CH:6][N:5]=[C:4]([NH2:8])[CH:3]=1.[H-].[Na+].[Cl:11][C:12]1[CH:20]=[CH:19][CH:18]=[C:17]([Cl:21])[C:13]=1[C:14](Cl)=[O:15].CCOCC.CCCCCC, predict the reaction product. The product is: [Cl:1][C:2]1[N:7]=[CH:6][N:5]=[C:4]([NH:8][C:14](=[O:15])[C:13]2[C:12]([Cl:11])=[CH:20][CH:19]=[CH:18][C:17]=2[Cl:21])[CH:3]=1. (9) The product is: [CH3:54][S:55]([C:58]1[CH:63]=[C:62]([C@@H:64]([NH:67][C:17]([C:16]2[C:11]3[CH:10]=[N:9][N:8]([C:5]4[CH:4]=[CH:3][C:2]([F:1])=[CH:7][CH:6]=4)[C:12]=3[CH:13]=[N:14][CH:15]=2)=[O:19])[CH2:65][CH3:66])[CH:61]=[CH:60][N:59]=1)(=[O:57])=[O:56]. Given the reactants [F:1][C:2]1[CH:7]=[CH:6][C:5]([N:8]2[C:12]3[CH:13]=[N:14][CH:15]=[C:16]([C:17]([OH:19])=O)[C:11]=3[CH:10]=[N:9]2)=[CH:4][CH:3]=1.CCN(C(C)C)C(C)C.CN(C(ON1N=NC2C=CC=NC1=2)=[N+](C)C)C.F[P-](F)(F)(F)(F)F.Cl.[CH3:54][S:55]([C:58]1[CH:63]=[C:62]([C@@H:64]([NH2:67])[CH2:65][CH3:66])[CH:61]=[CH:60][N:59]=1)(=[O:57])=[O:56].C([O-])(O)=O.[Na+], predict the reaction product. (10) Given the reactants [Si:1]([O:8][CH2:9][C@:10]1([C:24]([O:26][C:27]([CH3:30])([CH3:29])[CH3:28])=[O:25])[CH2:14][C:13](=[O:15])[N:12]([C@@H:16]([C:18]2[CH:23]=[CH:22][CH:21]=[CH:20][CH:19]=2)[CH3:17])[CH2:11]1)([C:4]([CH3:7])([CH3:6])[CH3:5])([CH3:3])[CH3:2].IC.[CH3:33][Si]([N-][Si](C)(C)C)(C)C.[Li+].[Cl-].[NH4+], predict the reaction product. The product is: [Si:1]([O:8][CH2:9][C@:10]1([C:24]([O:26][C:27]([CH3:29])([CH3:28])[CH3:30])=[O:25])[CH:14]([CH3:33])[C:13](=[O:15])[N:12]([C@@H:16]([C:18]2[CH:19]=[CH:20][CH:21]=[CH:22][CH:23]=2)[CH3:17])[CH2:11]1)([C:4]([CH3:7])([CH3:5])[CH3:6])([CH3:3])[CH3:2].